Predict the reaction yield, written as a fraction of the theoretical maximum amount of product (1.0 means a 100% yield; for example, 0.34 means a 34% yield). From a dataset of Reaction yield outcomes from USPTO patents with 853,638 reactions. The product is [C:15]([Si:12]([CH3:14])([CH3:13])[O:11][C@@H:6]1[C:7]2[C:3](=[C:2]([CH:21]([OH:22])[C:20]([CH3:26])([CH3:19])[CH2:23][CH:24]=[CH2:25])[CH:10]=[CH:9][CH:8]=2)[CH2:4][CH2:5]1)([CH3:18])([CH3:17])[CH3:16]. The reactants are Br[C:2]1[CH:10]=[CH:9][CH:8]=[C:7]2[C:3]=1[CH2:4][CH2:5][C@@H:6]2[O:11][Si:12]([C:15]([CH3:18])([CH3:17])[CH3:16])([CH3:14])[CH3:13].[CH3:19][C:20]([CH3:26])([CH2:23][CH:24]=[CH2:25])[CH:21]=[O:22]. No catalyst specified. The yield is 0.580.